This data is from NCI-60 drug combinations with 297,098 pairs across 59 cell lines. The task is: Regression. Given two drug SMILES strings and cell line genomic features, predict the synergy score measuring deviation from expected non-interaction effect. (1) Drug 1: CCC1(CC2CC(C3=C(CCN(C2)C1)C4=CC=CC=C4N3)(C5=C(C=C6C(=C5)C78CCN9C7C(C=CC9)(C(C(C8N6C=O)(C(=O)OC)O)OC(=O)C)CC)OC)C(=O)OC)O.OS(=O)(=O)O. Drug 2: CC1=C2C(C(=O)C3(C(CC4C(C3C(C(C2(C)C)(CC1OC(=O)C(C(C5=CC=CC=C5)NC(=O)OC(C)(C)C)O)O)OC(=O)C6=CC=CC=C6)(CO4)OC(=O)C)O)C)O. Cell line: HCT116. Synergy scores: CSS=28.5, Synergy_ZIP=3.82, Synergy_Bliss=3.94, Synergy_Loewe=-22.2, Synergy_HSA=-1.48. (2) Drug 1: CN(C)N=NC1=C(NC=N1)C(=O)N. Drug 2: C1=CC(=CC=C1CC(C(=O)O)N)N(CCCl)CCCl.Cl. Cell line: EKVX. Synergy scores: CSS=12.3, Synergy_ZIP=4.36, Synergy_Bliss=8.65, Synergy_Loewe=4.44, Synergy_HSA=5.84.